Dataset: Reaction yield outcomes from USPTO patents with 853,638 reactions. Task: Predict the reaction yield, written as a fraction of the theoretical maximum amount of product (1.0 means a 100% yield; for example, 0.34 means a 34% yield). (1) The reactants are [CH2:1]([O:8][C:9]1[N:14]=[CH:13][C:12]([OH:15])=[CH:11][CH:10]=1)[C:2]1[CH:7]=[CH:6][CH:5]=[CH:4][CH:3]=1.[H-].[Na+].[CH3:18][O:19][CH2:20]Cl. The catalyst is CN(C=O)C. The product is [CH2:1]([O:8][C:9]1[CH:10]=[CH:11][C:12]([O:15][CH2:18][O:19][CH3:20])=[CH:13][N:14]=1)[C:2]1[CH:3]=[CH:4][CH:5]=[CH:6][CH:7]=1. The yield is 0.870. (2) The reactants are [F:1][C:2]1([F:15])[O:6][C:5]2[CH:7]=[C:8]([N+:12]([O-:14])=[O:13])[C:9](F)=[CH:10][C:4]=2[O:3]1.C[O-].[Na+].C[O-].[C:21](O)(=[O:23])C. The catalyst is CO. The product is [F:1][C:2]1([F:15])[O:6][C:5]2[CH:7]=[C:8]([N+:12]([O-:14])=[O:13])[C:9]([O:23][CH3:21])=[CH:10][C:4]=2[O:3]1. The yield is 0.700. (3) The reactants are [CH2:1]([C:3]1[CH:4]=[CH:5][C:6]([CH:9]2[CH2:13][O:12]S(=O)[O:10]2)=[N:7][CH:8]=1)[CH3:2].O[C:16]1[CH:23]=[CH:22][C:19]([CH:20]=[O:21])=[CH:18][CH:17]=1. The catalyst is CN(C=O)C. The product is [CH2:1]([C:3]1[CH:4]=[CH:5][C:6]([CH:9]([OH:10])[CH2:13][O:12][C:16]2[CH:23]=[CH:22][C:19]([CH:20]=[O:21])=[CH:18][CH:17]=2)=[N:7][CH:8]=1)[CH3:2]. The yield is 0.470. (4) The reactants are [Cl:1][C:2]1[CH:10]=[C:6]([C:7]([OH:9])=O)[C:5]([OH:11])=[CH:4][CH:3]=1.[NH2:12][C:13]1[S:14][CH:15]=[C:16]([C:18]2[CH:23]=[CH:22][CH:21]=[C:20]([C:24]([F:27])([F:26])[F:25])[CH:19]=2)[N:17]=1. No catalyst specified. The product is [Cl:1][C:2]1[CH:3]=[CH:4][C:5]([OH:11])=[C:6]([CH:10]=1)[C:7]([NH:12][C:13]1[S:14][CH:15]=[C:16]([C:18]2[CH:23]=[CH:22][CH:21]=[C:20]([C:24]([F:27])([F:25])[F:26])[CH:19]=2)[N:17]=1)=[O:9]. The yield is 0.310. (5) The reactants are [OH:1][CH:2]1[C:27]2[C:19](=[CH:20][C:21]3[O:25][CH2:24][O:23][C:22]=3[CH:26]=2)[C:4]2([C:12]3[C:7](=[CH:8][CH:9]=[CH:10][CH:11]=3)[N:6]([CH2:13][CH2:14][CH2:15][CH2:16][CH3:17])[C:5]2=O)[CH2:3]1.[H-].[Na+].I[CH3:31].O. The catalyst is C1COCC1. The product is [CH3:31][O:1][CH:2]1[C:27]2[C:19](=[CH:20][C:21]3[O:25][CH2:24][O:23][C:22]=3[CH:26]=2)[C:4]2([C:12]3[C:7](=[CH:8][CH:9]=[CH:10][CH:11]=3)[N:6]([CH2:13][CH2:14][CH2:15][CH2:16][CH3:17])[CH2:5]2)[CH2:3]1. The yield is 0.570. (6) The reactants are [Br:1][C:2]1[CH:7]=[CH:6][N:5]=[C:4]([CH3:8])[CH:3]=1.[CH3:9][C:10]1[CH:19]=[CH:18][C:13]([C:14](OC)=[O:15])=[CH:12][CH:11]=1.C[Si](C)(C)N[Si](C)(C)C.[Li]. The catalyst is O1CCCC1.C(OCC)(=O)C.O.C1CCCCC1. The product is [Br:1][C:2]1[CH:7]=[CH:6][N:5]=[C:4]([CH2:8][C:14]([C:13]2[CH:18]=[CH:19][C:10]([CH3:9])=[CH:11][CH:12]=2)=[O:15])[CH:3]=1. The yield is 0.610.